The task is: Predict the reaction yield, written as a fraction of the theoretical maximum amount of product (1.0 means a 100% yield; for example, 0.34 means a 34% yield).. This data is from Reaction yield outcomes from USPTO patents with 853,638 reactions. (1) The reactants are C([O:3][C:4](=[O:10])[CH:5](Cl)[C:6]([CH3:8])=O)C.[CH:11]([NH2:13])=[O:12].[OH-].[Na+].Cl. The catalyst is CCOC(C)=O. The product is [CH3:8][C:6]1[N:13]=[CH:11][O:12][C:5]=1[C:4]([OH:3])=[O:10]. The yield is 0.645. (2) The reactants are Cl[C:2]1[CH:7]=[CH:6][C:5]([C:8]2[CH:13]=[CH:12][CH:11]=[CH:10][CH:9]=2)=[CH:4][CH:3]=1.O1[CH2:19][CH2:18][O:17][CH2:16]C1.O.C(=O)([O-])[O-].[Cs+].[Cs+].[CH3:27][CH2:28]CCCCC. The catalyst is C([O-])(=O)C.[Pd+2].C([O-])(=O)C. The product is [CH:19]1([CH2:18][O:17][CH2:16][C:2]2[CH:7]=[CH:6][C:5]([C:8]3[CH:13]=[CH:12][CH:11]=[CH:10][CH:9]=3)=[CH:4][CH:3]=2)[CH2:28][CH2:27]1. The yield is 0.900. (3) The reactants are [N:1]1[C:10]2[CH:9]([NH:11][CH2:12][C:13]3[CH:29]=[CH:28][C:16]([CH2:17][NH:18][S:19]([C:22]4[CH:27]=[CH:26][CH:25]=[CH:24][N:23]=4)(=[O:21])=[O:20])=[CH:15][CH:14]=3)[CH2:8][CH2:7][CH2:6][C:5]=2[CH:4]=[CH:3][CH:2]=1.[CH3:30][Si:31]([CH3:48])([CH3:47])[CH2:32][CH2:33][O:34][CH2:35][N:36]1[C:40]2[CH:41]=[CH:42][CH:43]=[CH:44][C:39]=2[N:38]=[C:37]1[CH:45]=O.[BH-](OC(C)=O)(OC(C)=O)OC(C)=O.[Na+]. No catalyst specified. The product is [N:1]1[C:10]2[CH:9]([N:11]([CH2:12][C:13]3[CH:14]=[CH:15][C:16]([CH2:17][NH:18][S:19]([C:22]4[CH:27]=[CH:26][CH:25]=[CH:24][N:23]=4)(=[O:20])=[O:21])=[CH:28][CH:29]=3)[CH2:45][C:37]3[N:36]([CH2:35][O:34][CH2:33][CH2:32][Si:31]([CH3:30])([CH3:47])[CH3:48])[C:40]4[CH:41]=[CH:42][CH:43]=[CH:44][C:39]=4[N:38]=3)[CH2:8][CH2:7][CH2:6][C:5]=2[CH:4]=[CH:3][CH:2]=1. The yield is 0.410. (4) The reactants are [Na].Br[CH2:3][CH2:4][CH2:5][CH2:6][CH2:7][C:8]([OH:10])=[O:9]. The catalyst is C(O)CC. The product is [CH2:8]([O:9][CH2:3][CH2:4][CH2:5][CH2:6][CH2:7][C:8]([OH:10])=[O:9])[CH2:7][CH3:6]. The yield is 0.780. (5) The reactants are [OH:1][C:2]1[C:3](=[O:9])[N:4]([CH3:8])[CH:5]=[CH:6][CH:7]=1. The catalyst is CO. The product is [OH:1][CH:2]1[CH2:7][CH2:6][CH2:5][N:4]([CH3:8])[C:3]1=[O:9]. The yield is 0.900. (6) The yield is 0.626. The reactants are [N+:1]([C:4]1[CH:9]=[CH:8][CH:7]=[CH:6][C:5]=1[S:10](Cl)(=[O:12])=[O:11])([O-:3])=[O:2].Cl.[CH2:15]([O:22][NH2:23])[C:16]1[CH:21]=[CH:20][CH:19]=[CH:18][CH:17]=1. The catalyst is N1C=CC=CC=1. The product is [CH2:15]([O:22][NH:23][S:10]([C:5]1[CH:6]=[CH:7][CH:8]=[CH:9][C:4]=1[N+:1]([O-:3])=[O:2])(=[O:12])=[O:11])[C:16]1[CH:21]=[CH:20][CH:19]=[CH:18][CH:17]=1. (7) The reactants are [O:1]1[C:5]2[CH:6]=[CH:7][C:8]([NH:10][C:11](=[O:34])[NH:12][C:13]3[N:17]([C:18]4[CH:19]=[C:20]([CH2:24][C:25](OCC)=[O:26])[CH:21]=[CH:22][CH:23]=4)[N:16]=[C:15]([C:30]([CH3:33])([CH3:32])[CH3:31])[CH:14]=3)=[CH:9][C:4]=2[O:3][CH2:2]1.[NH3:35]. The yield is 0.800. The catalyst is C1COCC1. The product is [NH2:35][C:25](=[O:26])[CH2:24][C:20]1[CH:19]=[C:18]([N:17]2[C:13]([NH:12][C:11]([NH:10][C:8]3[CH:7]=[CH:6][C:5]4[O:1][CH2:2][O:3][C:4]=4[CH:9]=3)=[O:34])=[CH:14][C:15]([C:30]([CH3:31])([CH3:32])[CH3:33])=[N:16]2)[CH:23]=[CH:22][CH:21]=1.